This data is from Reaction yield outcomes from USPTO patents with 853,638 reactions. The task is: Predict the reaction yield, written as a fraction of the theoretical maximum amount of product (1.0 means a 100% yield; for example, 0.34 means a 34% yield). (1) The reactants are [CH3:1][CH:2]([N:4]1[CH2:13][CH2:12][C:11]2[C:6](=[CH:7][C:8]([N+:16]([O-])=O)=[C:9]([O:14][CH3:15])[CH:10]=2)[CH2:5]1)[CH3:3].[H][H]. The catalyst is C(OCC)(=O)C.[Pd].CO. The product is [CH3:3][CH:2]([N:4]1[CH2:13][CH2:12][C:11]2[C:6](=[CH:7][C:8]([NH2:16])=[C:9]([O:14][CH3:15])[CH:10]=2)[CH2:5]1)[CH3:1]. The yield is 1.00. (2) The reactants are [Si:1]([O:18][CH2:19][C:20]1[C:21]([N:33]2[CH2:38][C@H:37]([CH3:39])[O:36][C@H:35]([CH3:40])[CH2:34]2)=[C:22]([F:32])[C:23]([F:31])=[C:24]([C:26](=[O:30])[C:27]([OH:29])=O)[CH:25]=1)([C:14]([CH3:17])([CH3:16])[CH3:15])([C:8]1[CH:13]=[CH:12][CH:11]=[CH:10][CH:9]=1)[C:2]1[CH:7]=[CH:6][CH:5]=[CH:4][CH:3]=1.[CH3:41][N:42](C(ON1N=NC2C=CC=NC1=2)=[N+](C)C)[CH3:43].F[P-](F)(F)(F)(F)F.C(N(CC)CC)C.CNC. The catalyst is C1COCC1.CN(C=O)C.O. The product is [Si:1]([O:18][CH2:19][C:20]1[C:21]([N:33]2[CH2:38][C@H:37]([CH3:39])[O:36][C@H:35]([CH3:40])[CH2:34]2)=[C:22]([F:32])[C:23]([F:31])=[C:24]([C:26](=[O:30])[C:27]([N:42]([CH3:43])[CH3:41])=[O:29])[CH:25]=1)([C:14]([CH3:17])([CH3:16])[CH3:15])([C:2]1[CH:3]=[CH:4][CH:5]=[CH:6][CH:7]=1)[C:8]1[CH:9]=[CH:10][CH:11]=[CH:12][CH:13]=1. The yield is 0.745.